This data is from Forward reaction prediction with 1.9M reactions from USPTO patents (1976-2016). The task is: Predict the product of the given reaction. (1) Given the reactants C([O:8][C:9]1[CH:10]=[C:11]([C:20](=[O:26])[CH:21](OCC)O)[C:12]2[O:17][CH2:16][C:15](=[O:18])[NH:14][C:13]=2[CH:19]=1)C1C=CC=CC=1.[Cl:27][C:28]1[CH:33]=[C:32]([F:34])[CH:31]=[CH:30][C:29]=1[CH2:35][C:36]([NH2:39])([CH3:38])[CH3:37].[BH4-].[Li+].C(CN)O.B(Br)(Br)Br, predict the reaction product. The product is: [Cl:27][C:28]1[CH:33]=[C:32]([F:34])[CH:31]=[CH:30][C:29]=1[CH2:35][C:36]([NH:39][CH2:21][CH:20]([C:11]1[C:12]2[O:17][CH2:16][C:15](=[O:18])[NH:14][C:13]=2[CH:19]=[C:9]([OH:8])[CH:10]=1)[OH:26])([CH3:37])[CH3:38]. (2) Given the reactants [NH2:1][C:2]1[N:7]([C:8]2[CH:13]=[CH:12][CH:11]=[C:10]([Cl:14])[CH:9]=2)[C:6](=[S:15])[NH:5][C:4](=[O:16])[C:3]=1[N:17]=O.N.S(S([O-])=O)([O-])=O.[Na+].[Na+].Cl, predict the reaction product. The product is: [NH2:17][C:3]1[C:4](=[O:16])[NH:5][C:6](=[S:15])[N:7]([C:8]2[CH:13]=[CH:12][CH:11]=[C:10]([Cl:14])[CH:9]=2)[C:2]=1[NH2:1]. (3) Given the reactants [CH2:1]([N:8]1[C:12]2[CH:13]=[C:14]([F:17])[CH:15]=[CH:16][C:11]=2[N:10]=[C:9]1[C@@H:18]([NH2:20])[CH3:19])[C:2]1[CH:7]=[CH:6][CH:5]=[CH:4][CH:3]=1.[NH2:21][C:22]1[C:27]([C:28]#[N:29])=[C:26](Cl)[N:25]=[CH:24][N:23]=1.CCN(C(C)C)C(C)C, predict the reaction product. The product is: [NH2:21][C:22]1[C:27]([C:28]#[N:29])=[C:26]([NH:20][C@H:18]([C:9]2[N:8]([CH2:1][C:2]3[CH:3]=[CH:4][CH:5]=[CH:6][CH:7]=3)[C:12]3[CH:13]=[C:14]([F:17])[CH:15]=[CH:16][C:11]=3[N:10]=2)[CH3:19])[N:25]=[CH:24][N:23]=1. (4) Given the reactants [CH2:1]([N:8]1[C:12]([C:13]2[CH:18]=[CH:17][CH:16]=[CH:15][CH:14]=2)=[CH:11][CH:10]=[C:9]1[C:19]1[CH:20]=[C:21]2[C:26](=[CH:27][CH:28]=1)[CH:25]=[C:24]([OH:29])[CH:23]=[CH:22]2)[C:2]1[CH:7]=[CH:6][CH:5]=[CH:4][CH:3]=1.Br[CH2:31][C:32]([O:34][CH3:35])=[O:33].C(=O)([O-])[O-].[Cs+].[Cs+], predict the reaction product. The product is: [CH2:1]([N:8]1[C:12]([C:13]2[CH:14]=[CH:15][CH:16]=[CH:17][CH:18]=2)=[CH:11][CH:10]=[C:9]1[C:19]1[CH:20]=[C:21]2[C:26](=[CH:27][CH:28]=1)[CH:25]=[C:24]([O:29][CH2:31][C:32]([O:34][CH3:35])=[O:33])[CH:23]=[CH:22]2)[C:2]1[CH:3]=[CH:4][CH:5]=[CH:6][CH:7]=1. (5) Given the reactants [CH2:1]([NH2:8])[C:2]1[CH:7]=[CH:6][CH:5]=[CH:4][CH:3]=1.[C:9]([O:14][CH3:15])(=[O:13])[C:10]([CH3:12])=[CH2:11], predict the reaction product. The product is: [CH2:1]([NH:8][CH2:11][CH:10]([CH3:12])[C:9]([O:14][CH3:15])=[O:13])[C:2]1[CH:7]=[CH:6][CH:5]=[CH:4][CH:3]=1. (6) Given the reactants C[O:2][C:3]1[C:13]2[S:12][C:11]3[CH:14]=[CH:15][CH:16]=[CH:17][C:10]=3[CH2:9][C:8](=[O:18])[C:7]=2[CH:6]=[CH:5][CH:4]=1.Cl.N1C=CC=CC=1.N#N, predict the reaction product. The product is: [OH:2][C:3]1[C:13]2[S:12][C:11]3[CH:14]=[CH:15][CH:16]=[CH:17][C:10]=3[CH2:9][C:8](=[O:18])[C:7]=2[CH:6]=[CH:5][CH:4]=1. (7) The product is: [CH2:1]([O:8][CH2:9][CH2:10][O:11][CH2:14][CH2:13][C:12]([O:16][CH2:17][CH3:18])=[O:15])[C:2]1[CH:7]=[CH:6][CH:5]=[CH:4][CH:3]=1. Given the reactants [CH2:1]([O:8][CH2:9][CH2:10][OH:11])[C:2]1[CH:7]=[CH:6][CH:5]=[CH:4][CH:3]=1.[C:12]([O:16][CH2:17][CH3:18])(=[O:15])[CH:13]=[CH2:14], predict the reaction product.